This data is from Catalyst prediction with 721,799 reactions and 888 catalyst types from USPTO. The task is: Predict which catalyst facilitates the given reaction. (1) Reactant: [C:1]([CH:3]=[C:4]1[CH2:7][N:6]([C:8]([O:10][C:11]([CH3:14])([CH3:13])[CH3:12])=[O:9])[CH2:5]1)#[N:2].[NH:15]1[CH:19]=[C:18]([C:20]2[C:21]3[CH:28]=[CH:27][N:26]([CH2:29][O:30][CH2:31][CH2:32][Si:33]([CH3:36])([CH3:35])[CH3:34])[C:22]=3[N:23]=[CH:24][N:25]=2)[CH:17]=[N:16]1.N12CCCN=C1CCCCC2. Product: [C:1]([CH2:3][C:4]1([N:15]2[CH:19]=[C:18]([C:20]3[C:21]4[CH:28]=[CH:27][N:26]([CH2:29][O:30][CH2:31][CH2:32][Si:33]([CH3:36])([CH3:35])[CH3:34])[C:22]=4[N:23]=[CH:24][N:25]=3)[CH:17]=[N:16]2)[CH2:7][N:6]([C:8]([O:10][C:11]([CH3:14])([CH3:13])[CH3:12])=[O:9])[CH2:5]1)#[N:2]. The catalyst class is: 10. (2) Reactant: [NH2:1][C:2]1[N:7]=[C:6]([C:8]2[O:9][CH:10]=[CH:11][CH:12]=2)[C:5]([C:13]#[N:14])=[C:4](OS(C(F)(F)F)(=O)=O)[CH:3]=1.Cl.[NH2:24][CH2:25][C:26]1[C:31]([Cl:32])=[CH:30][C:29]([C:33]([F:36])([F:35])[F:34])=[CH:28][N:27]=1.C1CCN2C(=NCCC2)CC1. Product: [NH2:1][C:2]1[CH:3]=[C:4]([NH:24][CH2:25][C:26]2[C:31]([Cl:32])=[CH:30][C:29]([C:33]([F:36])([F:35])[F:34])=[CH:28][N:27]=2)[C:5]([C:13]#[N:14])=[C:6]([C:8]2[O:9][CH:10]=[CH:11][CH:12]=2)[N:7]=1. The catalyst class is: 57. (3) The catalyst class is: 42. Reactant: [CH2:1]([N:8]1[CH2:12][CH2:11][N:10]([C:13]2[S:14][C:15]([C:19]([OH:21])=O)=[C:16]([CH3:18])[N:17]=2)[C:9]1=[O:22])[C:2]1[CH:7]=[CH:6][CH:5]=[CH:4][CH:3]=1.Cl.CN(C)CCCN=C=NCC.C(N(CC)C(C)C)(C)C.ON1C2C=CC=CC=2N=N1.[F:54][C:55]1[CH:62]=[CH:61][C:58]([CH2:59][NH2:60])=[CH:57][CH:56]=1. Product: [CH2:1]([N:8]1[CH2:12][CH2:11][N:10]([C:13]2[S:14][C:15]([C:19]([NH:60][CH2:59][C:58]3[CH:61]=[CH:62][C:55]([F:54])=[CH:56][CH:57]=3)=[O:21])=[C:16]([CH3:18])[N:17]=2)[C:9]1=[O:22])[C:2]1[CH:3]=[CH:4][CH:5]=[CH:6][CH:7]=1. (4) Reactant: [C:1]([O:5][C:6]([N:8]1[CH2:13][CH2:12][N:11]([C:14]2[S:15][CH:16]=[C:17]([C:19](OCC)=[O:20])[N:18]=2)[CH2:10][CH2:9]1)=[O:7])([CH3:4])([CH3:3])[CH3:2].[H-].[H-].[H-].[H-].[Li+].[Al+3]. The catalyst class is: 1. Product: [C:1]([O:5][C:6]([N:8]1[CH2:9][CH2:10][N:11]([C:14]2[S:15][CH:16]=[C:17]([CH2:19][OH:20])[N:18]=2)[CH2:12][CH2:13]1)=[O:7])([CH3:4])([CH3:2])[CH3:3].